This data is from NCI-60 drug combinations with 297,098 pairs across 59 cell lines. The task is: Regression. Given two drug SMILES strings and cell line genomic features, predict the synergy score measuring deviation from expected non-interaction effect. (1) Drug 1: CS(=O)(=O)C1=CC(=C(C=C1)C(=O)NC2=CC(=C(C=C2)Cl)C3=CC=CC=N3)Cl. Drug 2: COC1=NC(=NC2=C1N=CN2C3C(C(C(O3)CO)O)O)N. Cell line: COLO 205. Synergy scores: CSS=8.62, Synergy_ZIP=1.30, Synergy_Bliss=9.25, Synergy_Loewe=0.211, Synergy_HSA=1.13. (2) Drug 1: CC1=CC2C(CCC3(C2CCC3(C(=O)C)OC(=O)C)C)C4(C1=CC(=O)CC4)C. Drug 2: CNC(=O)C1=NC=CC(=C1)OC2=CC=C(C=C2)NC(=O)NC3=CC(=C(C=C3)Cl)C(F)(F)F. Cell line: MDA-MB-231. Synergy scores: CSS=42.3, Synergy_ZIP=2.87, Synergy_Bliss=-1.22, Synergy_Loewe=-40.8, Synergy_HSA=-8.89.